This data is from Reaction yield outcomes from USPTO patents with 853,638 reactions. The task is: Predict the reaction yield, written as a fraction of the theoretical maximum amount of product (1.0 means a 100% yield; for example, 0.34 means a 34% yield). (1) The reactants are [F:1][CH:2]([F:43])[O:3][C:4]1[CH:5]=[C:6]([NH:10][C:11]2[C:16]([C:17]3[N:22]=[C:21]([CH3:23])[N:20]=[C:19]([N:24](CC4C=CC(OC)=CC=4)CC4C=CC(OC)=CC=4)[N:18]=3)=[CH:15][CH:14]=[CH:13][N:12]=2)[CH:7]=[CH:8][CH:9]=1. The catalyst is C(O)(C(F)(F)F)=O.CS(C)=O. The product is [F:43][CH:2]([F:1])[O:3][C:4]1[CH:5]=[C:6]([NH:10][C:11]2[C:16]([C:17]3[N:22]=[C:21]([CH3:23])[N:20]=[C:19]([NH2:24])[N:18]=3)=[CH:15][CH:14]=[CH:13][N:12]=2)[CH:7]=[CH:8][CH:9]=1. The yield is 0.0337. (2) The reactants are [C:1]([OH:5])(=O)[CH2:2][OH:3].[Cl:6][C:7]1[CH:8]=[C:9]([NH:21][C:22]2[C:31]3[C:26](=[CH:27][CH:28]=[CH:29][C:30]=3[O:32][CH2:33][CH2:34][NH:35][CH:36]3[CH2:39][CH2:38][CH2:37]3)[N:25]=[CH:24][N:23]=2)[CH:10]=[CH:11][C:12]=1[O:13][CH2:14][C:15]1[CH:20]=[CH:19][CH:18]=[CH:17][N:16]=1. No catalyst specified. The product is [Cl:6][C:7]1[CH:8]=[C:9]([NH:21][C:22]2[C:31]3[C:26](=[CH:27][CH:28]=[CH:29][C:30]=3[O:32][CH2:33][CH2:34][N:35]([CH:36]3[CH2:39][CH2:38][CH2:37]3)[C:1](=[O:5])[CH2:2][OH:3])[N:25]=[CH:24][N:23]=2)[CH:10]=[CH:11][C:12]=1[O:13][CH2:14][C:15]1[CH:20]=[CH:19][CH:18]=[CH:17][N:16]=1. The yield is 0.220. (3) The reactants are [NH:1]1[C:11]2[C:6](=[CH:7][CH:8]=[CH:9][CH:10]=2)[C:4](=[O:5])[C:2]1=[O:3].[H-].[Na+].[CH2:14](Br)[C:15]1[CH:20]=[CH:19][CH:18]=[CH:17][CH:16]=1.O. The catalyst is CN(C=O)C. The product is [CH2:14]([N:1]1[C:11]2[C:6](=[CH:7][CH:8]=[CH:9][CH:10]=2)[C:4](=[O:5])[C:2]1=[O:3])[C:15]1[CH:20]=[CH:19][CH:18]=[CH:17][CH:16]=1. The yield is 0.850. (4) The reactants are Cl[C:2]1[C:3]([CH3:22])=[N:4][C:5]2[C:10]([N:11]=1)=[C:9]([C:12]1[NH:20][C:19]3[CH2:18][CH2:17][NH:16][C:15](=[O:21])[C:14]=3[CH:13]=1)[CH:8]=[CH:7][CH:6]=2.[CH3:23][C:24]1[C:25]([Sn](CCCC)(CCCC)CCCC)=[N:26][CH:27]=[CH:28][CH:29]=1.[F-].[Cs+].CO.C(Cl)Cl. The catalyst is CN(C=O)C.[Cu]I.C1C=CC([P]([Pd]([P](C2C=CC=CC=2)(C2C=CC=CC=2)C2C=CC=CC=2)([P](C2C=CC=CC=2)(C2C=CC=CC=2)C2C=CC=CC=2)[P](C2C=CC=CC=2)(C2C=CC=CC=2)C2C=CC=CC=2)(C2C=CC=CC=2)C2C=CC=CC=2)=CC=1. The product is [CH3:22][C:3]1[C:2]([C:25]2[C:24]([CH3:23])=[CH:29][CH:28]=[CH:27][N:26]=2)=[N:11][C:10]2[C:5](=[CH:6][CH:7]=[CH:8][C:9]=2[C:12]2[NH:20][C:19]3[CH2:18][CH2:17][NH:16][C:15](=[O:21])[C:14]=3[CH:13]=2)[N:4]=1. The yield is 0.420. (5) The reactants are C[O:2][C:3]([C:5]1[CH:6]=[C:7]2[C:11](=[CH:12][CH:13]=1)[N:10]([C:14]1[CH:19]=[C:18]([Cl:20])[N:17]=[CH:16][N:15]=1)[CH2:9][CH2:8]2)=[O:4].O1CCCC1.O.[OH-].[Li+]. The catalyst is O. The product is [Cl:20][C:18]1[N:17]=[CH:16][N:15]=[C:14]([N:10]2[C:11]3[C:7](=[CH:6][C:5]([C:3]([OH:4])=[O:2])=[CH:13][CH:12]=3)[CH2:8][CH2:9]2)[CH:19]=1. The yield is 0.700. (6) The reactants are [CH3:1][C:2]1[CH:7]=[C:6]([O:8][CH2:9][CH2:10][CH2:11][S:12]([CH3:15])(=[O:14])=[O:13])[CH:5]=[C:4]([CH3:16])[C:3]=1[C:17]1[CH:22]=[CH:21][CH:20]=[C:19]([CH:23]=[O:24])[CH:18]=1.CO.[BH4-].[Na+].Cl. The catalyst is O1CCCC1. The product is [CH3:16][C:4]1[CH:5]=[C:6]([O:8][CH2:9][CH2:10][CH2:11][S:12]([CH3:15])(=[O:14])=[O:13])[CH:7]=[C:2]([CH3:1])[C:3]=1[C:17]1[CH:22]=[CH:21][CH:20]=[C:19]([CH2:23][OH:24])[CH:18]=1. The yield is 0.970. (7) The product is [I:1][C:2]1[CH:3]=[N:4][N:5]([CH3:10])[C:6]=1[C:7]([O:9][CH2:11][CH3:12])=[O:8]. The yield is 0.890. The reactants are [I:1][C:2]1[CH:3]=[N:4][N:5]([CH3:10])[C:6]=1[C:7]([OH:9])=[O:8].[C:11](Cl)(=O)[C:12](Cl)=O.CCO. The catalyst is C(Cl)Cl.CN(C=O)C. (8) The reactants are [N:1]1[CH:2]=[CH:3][N:4]2[CH:9]=[C:8]([C:10]([O:12]C)=[O:11])[CH:7]=[N:6][C:5]=12.[OH-].[Na+].Cl. The catalyst is O. The product is [N:1]1[CH:2]=[CH:3][N:4]2[CH:9]=[C:8]([C:10]([OH:12])=[O:11])[CH:7]=[N:6][C:5]=12. The yield is 0.790.